From a dataset of Peptide-MHC class II binding affinity with 134,281 pairs from IEDB. Regression. Given a peptide amino acid sequence and an MHC pseudo amino acid sequence, predict their binding affinity value. This is MHC class II binding data. (1) The peptide sequence is AGFKGEQGPK. The MHC is DRB1_0401 with pseudo-sequence DRB1_0401. The binding affinity (normalized) is 0.453. (2) The peptide sequence is SLFIGLKGDIRESTV. The MHC is DRB4_0101 with pseudo-sequence DRB4_0103. The binding affinity (normalized) is 0.743. (3) The MHC is DRB3_0202 with pseudo-sequence DRB3_0202. The peptide sequence is AYAQRVYQANRAAGS. The binding affinity (normalized) is 0.694. (4) The peptide sequence is NMEVRGGMVAPLYGV. The MHC is DRB1_0301 with pseudo-sequence DRB1_0301. The binding affinity (normalized) is 0.613.